Predict which catalyst facilitates the given reaction. From a dataset of Catalyst prediction with 721,799 reactions and 888 catalyst types from USPTO. Reactant: [OH:1][C:2]1[CH:11]=[CH:10][C:5]([C:6]([O:8][CH3:9])=[O:7])=[CH:4][C:3]=1[O:12][CH3:13].Br[CH2:15][CH2:16][CH2:17][Cl:18].C(=O)([O-])[O-].[K+].[K+].CC(C)=O. Product: [Cl:18][CH2:17][CH2:16][CH2:15][O:1][C:2]1[CH:11]=[CH:10][C:5]([C:6]([O:8][CH3:9])=[O:7])=[CH:4][C:3]=1[O:12][CH3:13]. The catalyst class is: 10.